This data is from Peptide-MHC class II binding affinity with 134,281 pairs from IEDB. The task is: Regression. Given a peptide amino acid sequence and an MHC pseudo amino acid sequence, predict their binding affinity value. This is MHC class II binding data. (1) The peptide sequence is YDKFLANVSTVLTGN. The MHC is DRB1_0404 with pseudo-sequence DRB1_0404. The binding affinity (normalized) is 0.985. (2) The peptide sequence is KELKGAYVYFASDAS. The MHC is DRB1_0802 with pseudo-sequence DRB1_0802. The binding affinity (normalized) is 0.746.